This data is from Reaction yield outcomes from USPTO patents with 853,638 reactions. The task is: Predict the reaction yield, written as a fraction of the theoretical maximum amount of product (1.0 means a 100% yield; for example, 0.34 means a 34% yield). (1) The reactants are [CH3:1][C:2]1([CH3:9])[C:6]([CH3:8])([CH3:7])[O:5][BH:4][O:3]1.[Cl:10][C:11]1[C:12]([CH3:23])=[C:13](I)[C:14]([O:20][CH3:21])=[C:15]([C:17](=[O:19])[CH3:18])[CH:16]=1.C1(P(C2CCCCC2)C2C=CC=CC=2C2C(OC)=CC=CC=2OC)CCCCC1.C(N(CC)CC)C. The catalyst is O1CCOCC1.CC#N.CC#N.Cl[Pd]Cl. The product is [Cl:10][C:11]1[C:12]([CH3:23])=[C:13]([B:4]2[O:5][C:6]([CH3:8])([CH3:7])[C:2]([CH3:9])([CH3:1])[O:3]2)[C:14]([O:20][CH3:21])=[C:15]([C:17](=[O:19])[CH3:18])[CH:16]=1. The yield is 0.650. (2) The reactants are Cl.[CH3:2][N:3]([CH2:8][C:9]1[CH:14]=[CH:13][C:12]([NH:15][S:16]([CH3:19])(=[O:18])=[O:17])=[CH:11][CH:10]=1)[CH2:4][C:5]([OH:7])=[O:6].C1N=CN(C(N2C=NC=C2)=O)C=1.[CH2:32](O)[CH:33]=[CH2:34]. The catalyst is CC#N.CCOC(C)=O. The product is [CH3:2][N:3]([CH2:8][C:9]1[CH:14]=[CH:13][C:12]([NH:15][S:16]([CH3:19])(=[O:18])=[O:17])=[CH:11][CH:10]=1)[CH2:4][C:5]([O:7][CH2:34][CH:33]=[CH2:32])=[O:6]. The yield is 0.880. (3) The reactants are Cl([O-])=O.[Na+].[CH:5]([C:7]1[C:15]2[C:10](=[CH:11][C:12]([C:24]#[N:25])=[C:13]([C:16]3[CH:21]=[CH:20][C:19]([O:22][CH3:23])=[CH:18][CH:17]=3)[CH:14]=2)[NH:9][CH:8]=1)=[O:6].O.P([O-])([O-])([O-])=[O:28].[Na+].[Na+].[Na+].OO.S([O-])([O-])=O.[Na+].[Na+].Cl. The catalyst is O.CC#N. The product is [C:24]([C:12]1[CH:11]=[C:10]2[C:15]([C:7]([C:5]([OH:28])=[O:6])=[CH:8][NH:9]2)=[CH:14][C:13]=1[C:16]1[CH:17]=[CH:18][C:19]([O:22][CH3:23])=[CH:20][CH:21]=1)#[N:25]. The yield is 0.260. (4) The product is [F:27][C:28]1[CH:29]=[C:30]([CH:34]=[C:35]([F:37])[CH:36]=1)[C:31]([N:23]1[CH2:24][CH2:25][CH2:26][CH:21]([C:16]2[C:15]3[C:19](=[CH:20][C:12]([C:10]([N:7]4[CH2:6][CH2:5][N:4]([CH:1]([CH3:3])[CH3:2])[CH2:9][CH2:8]4)=[O:11])=[CH:13][CH:14]=3)[NH:18][CH:17]=2)[CH2:22]1)=[O:32]. The yield is 0.570. The catalyst is CN(C=O)C. The reactants are [CH:1]([N:4]1[CH2:9][CH2:8][N:7]([C:10]([C:12]2[CH:20]=[C:19]3[C:15]([C:16]([CH:21]4[CH2:26][CH2:25][CH2:24][NH:23][CH2:22]4)=[CH:17][NH:18]3)=[CH:14][CH:13]=2)=[O:11])[CH2:6][CH2:5]1)([CH3:3])[CH3:2].[F:27][C:28]1[CH:29]=[C:30]([CH:34]=[C:35]([F:37])[CH:36]=1)[C:31](O)=[O:32].CN(C(ON1N=NC2C=CC=CC1=2)=[N+](C)C)C.[B-](F)(F)(F)F.CCN(C(C)C)C(C)C. (5) The reactants are OC1N=C2C=C(OCC3SC=C(C(C)C)N=3)C=CN2C(=O)C=1/C=C/C(OC(C)(C)C)=O.[C:32]([C:36]1[N:37]=[C:38]([NH:41][C:42]([C:44]2[CH:72]=[CH:71][N:47]3[C:48](=[O:70])[C:49](/[CH:61]=[CH:62]/[C:63]([O:65][C:66]([CH3:69])([CH3:68])[CH3:67])=[O:64])=[C:50]([N:52]4[CH2:57][CH2:56][CH2:55][C@H:54]([O:58]C=O)[CH2:53]4)[N:51]=[C:46]3[CH:45]=2)=[O:43])[S:39][CH:40]=1)([CH3:35])([CH3:34])[CH3:33]. No catalyst specified. The product is [C:32]([C:36]1[N:37]=[C:38]([NH:41][C:42]([C:44]2[CH:72]=[CH:71][N:47]3[C:48](=[O:70])[C:49](/[CH:61]=[CH:62]/[C:63]([O:65][C:66]([CH3:69])([CH3:68])[CH3:67])=[O:64])=[C:50]([N:52]4[CH2:57][CH2:56][CH2:55][C@H:54]([OH:58])[CH2:53]4)[N:51]=[C:46]3[CH:45]=2)=[O:43])[S:39][CH:40]=1)([CH3:35])([CH3:33])[CH3:34]. The yield is 0.730.